This data is from Full USPTO retrosynthesis dataset with 1.9M reactions from patents (1976-2016). The task is: Predict the reactants needed to synthesize the given product. (1) The reactants are: [Cl:1][C:2]1[CH:3]=[C:4]2[C:9](=[CH:10][C:11]=1[Cl:12])[N:8]=[C:7]([CH3:13])[CH:6]=[N:5]2. Given the product [Cl:1][C:2]1[CH:3]=[C:4]2[C:9](=[CH:10][C:11]=1[Cl:12])[NH:8][C@@H:7]([CH3:13])[CH2:6][NH:5]2, predict the reactants needed to synthesize it. (2) Given the product [F:1][C:2]1[CH:3]=[C:4]([CH:16]=[CH:17][CH:18]=1)[CH2:5][O:6][C:7]1[CH:12]=[CH:11][CH:10]=[C:9]([NH2:13])[CH:8]=1, predict the reactants needed to synthesize it. The reactants are: [F:1][C:2]1[CH:3]=[C:4]([CH:16]=[CH:17][CH:18]=1)[CH2:5][O:6][C:7]1[CH:12]=[CH:11][CH:10]=[C:9]([N+:13]([O-])=O)[CH:8]=1.[Cl-].[NH4+].CO.O1CCCC1. (3) Given the product [CH2:15]([O:14][N:13]=[C:11]1[CH2:12][N:8]([C:6](=[O:7])[C:30]2[CH:29]=[CH:28][C:27]([O:20][C:21]3[CH:22]=[CH:23][CH:24]=[CH:25][CH:26]=3)=[CH:35][CH:34]=2)[C@H:9]([C:17]([NH:51][C:47]2[CH:48]=[CH:49][C:50]3[N:38]([CH2:36][CH3:37])[C:39]4[C:44]([C:45]=3[CH:46]=2)=[CH:43][CH:42]=[CH:41][CH:40]=4)=[O:19])[CH2:10]1)[CH3:16], predict the reactants needed to synthesize it. The reactants are: C(O[C:6]([N:8]1[CH2:12][C:11](=[N:13][O:14][CH2:15][CH3:16])[CH2:10][C@H:9]1[C:17]([OH:19])=O)=[O:7])(C)(C)C.[O:20]([C:27]1[CH:35]=[CH:34][C:30](C(Cl)=O)=[CH:29][CH:28]=1)[C:21]1[CH:26]=[CH:25][CH:24]=[CH:23][CH:22]=1.[CH2:36]([N:38]1[C:50]2[CH:49]=[CH:48][C:47]([NH2:51])=[CH:46][C:45]=2[C:44]2[C:39]1=[CH:40][CH:41]=[CH:42][CH:43]=2)[CH3:37]. (4) Given the product [I:27][C:17]1[N:14]2[CH:15]=[CH:16][C:11]([C:8]3[CH:7]=[CH:6][C:5]([S:2]([CH3:1])(=[O:3])=[O:4])=[CH:10][CH:9]=3)=[CH:12][C:13]2=[N:19][CH:18]=1, predict the reactants needed to synthesize it. The reactants are: [CH3:1][S:2]([C:5]1[CH:10]=[CH:9][C:8]([C:11]2[CH:16]=[CH:15][N:14]3[CH:17]=[CH:18][N:19]=[C:13]3[CH:12]=2)=[CH:7][CH:6]=1)(=[O:4])=[O:3].C1C(=O)N([I:27])C(=O)C1. (5) The reactants are: Br[C:2]1[C:6]2[O:7][C:8]([N:12]3[CH2:17][CH2:16][O:15][CH2:14][CH2:13]3)=[CH:9][C:10](=[O:11])[C:5]=2[S:4][CH:3]=1.C(N(CC)C(C)C)(C)C.[CH:27]([O:29]CCCC)=[CH2:28].Cl. Given the product [C:27]([C:2]1[C:6]2[O:7][C:8]([N:12]3[CH2:17][CH2:16][O:15][CH2:14][CH2:13]3)=[CH:9][C:10](=[O:11])[C:5]=2[S:4][CH:3]=1)(=[O:29])[CH3:28], predict the reactants needed to synthesize it. (6) Given the product [I:20][C:21]1[CH:34]=[CH:33][CH:32]=[C:31]2[C:22]=1[N:23]=[C:24]1[C:29](=[CH:30]2)[CH:28]=[CH:27][CH:26]=[C:25]1[C:35]([O:37][CH3:38])=[O:36], predict the reactants needed to synthesize it. The reactants are: IC1C2C(=NC3C(C=2)=CC=CC=3)C(C(OC)=O)=CC=1.[I:20][C:21]1[CH:34]=[CH:33][CH:32]=[C:31]2[C:22]=1[NH:23][C:24]1[C:25]([C:35]([O:37][CH3:38])=[O:36])=[CH:26][CH:27]=[CH:28][C:29]=1[CH2:30]2. (7) Given the product [CH2:16]([N:15]1[C:5]2[C:4]3[CH:3]=[C:2]([C:22]4[CH:23]=[CH:24][S:20][CH:21]=4)[CH:11]=[CH:10][C:9]=3[N:8]=[C:7]([NH2:12])[C:6]=2[N:13]=[CH:14]1)[CH:17]([CH3:19])[CH3:18], predict the reactants needed to synthesize it. The reactants are: Br[C:2]1[CH:11]=[CH:10][C:9]2[N:8]=[C:7]([NH2:12])[C:6]3[N:13]=[CH:14][N:15]([CH2:16][CH:17]([CH3:19])[CH3:18])[C:5]=3[C:4]=2[CH:3]=1.[S:20]1[CH:24]=[CH:23][C:22](B(O)O)=[CH:21]1. (8) Given the product [Cl:14][C:12]1[CH:11]=[CH:10][N:9]=[C:8]([NH:7][C:6](=[O:15])[O:5][C:1]([CH3:4])([CH3:2])[CH3:3])[C:13]=1[CH:24]=[O:25], predict the reactants needed to synthesize it. The reactants are: [C:1]([O:5][C:6](=[O:15])[NH:7][C:8]1[CH:13]=[C:12]([Cl:14])[CH:11]=[CH:10][N:9]=1)([CH3:4])([CH3:3])[CH3:2].[Li]CCCC.CN([CH:24]=[O:25])C.